Dataset: Full USPTO retrosynthesis dataset with 1.9M reactions from patents (1976-2016). Task: Predict the reactants needed to synthesize the given product. (1) Given the product [Br:1][C:2]1[CH:30]=[CH:29][C:5]([CH2:6][C@@H:7]([C:26]([NH:31][C:32]2[CH:33]=[CH:34][C:35]([C:38]3[NH:42][N:41]=[C:40]([C:43]([F:52])([F:51])[C:44]([F:50])([F:49])[C:45]([O:47][CH3:48])=[O:46])[N:39]=3)=[CH:36][CH:37]=2)=[O:27])[NH:8][C:9]([C@H:11]2[CH2:12][CH2:13][C@H:14]([CH2:17][NH:18][C:19]([O:21][C:22]([CH3:25])([CH3:24])[CH3:23])=[O:20])[CH2:15][CH2:16]2)=[O:10])=[CH:4][CH:3]=1, predict the reactants needed to synthesize it. The reactants are: [Br:1][C:2]1[CH:30]=[CH:29][C:5]([CH2:6][C@@H:7]([C:26](O)=[O:27])[NH:8][C:9]([C@H:11]2[CH2:16][CH2:15][C@H:14]([CH2:17][NH:18][C:19]([O:21][C:22]([CH3:25])([CH3:24])[CH3:23])=[O:20])[CH2:13][CH2:12]2)=[O:10])=[CH:4][CH:3]=1.[NH2:31][C:32]1[CH:37]=[CH:36][C:35]([C:38]2[NH:42][N:41]=[C:40]([C:43]([F:52])([F:51])[C:44]([F:50])([F:49])[C:45]([O:47][CH3:48])=[O:46])[N:39]=2)=[CH:34][CH:33]=1.C(P1(=O)OP(=O)(CCC)OP(=O)(CCC)O1)CC.O. (2) Given the product [C:1]([O:5][C:6](=[O:28])[CH2:7][N:8]1[C:16]2[C:11](=[CH:12][C:13]([OH:17])=[CH:14][CH:15]=2)[C:10]([C:25](=[O:27])[CH3:26])=[CH:9]1)([CH3:4])([CH3:2])[CH3:3], predict the reactants needed to synthesize it. The reactants are: [C:1]([O:5][C:6](=[O:28])[CH2:7][N:8]1[C:16]2[C:11](=[CH:12][C:13]([O:17]CC3C=CC=CC=3)=[CH:14][CH:15]=2)[C:10]([C:25](=[O:27])[CH3:26])=[CH:9]1)([CH3:4])([CH3:3])[CH3:2].C(OC1C=C2C(=CC=1)NC=C2)C1C=CC=CC=1. (3) The reactants are: [C:1]([O:5][C:6](=[O:29])[C:7]([O:10]/[N:11]=[C:12](/[C:16]1[N:17]=[C:18]([NH:21][C:22]([O:24][C:25]([CH3:28])([CH3:27])[CH3:26])=[O:23])[S:19][CH:20]=1)\[C:13](O)=[O:14])([CH3:9])[CH3:8])([CH3:4])([CH3:3])[CH3:2].CCN(C(C)C)C(C)C.CN(C(ON1N=NC2C=CC=NC1=2)=[N+](C)C)C.F[P-](F)(F)(F)(F)F.[NH2:63][C@H:64]1[C@@H:67]([CH2:68][N:69]2[C:73]([CH3:74])=[N:72][N:71]=[N:70]2)[NH:66][C:65]1=[O:75]. Given the product [C:25]([O:24][C:22]([NH:21][C:18]1[S:19][CH:20]=[C:16](/[C:12](=[N:11]/[O:10][C:7]([CH3:9])([CH3:8])[C:6]([O:5][C:1]([CH3:4])([CH3:3])[CH3:2])=[O:29])/[C:13]([NH:63][C@@H:64]2[C:65](=[O:75])[NH:66][C@@H:67]2[CH2:68][N:69]2[C:73]([CH3:74])=[N:72][N:71]=[N:70]2)=[O:14])[N:17]=1)=[O:23])([CH3:28])([CH3:27])[CH3:26], predict the reactants needed to synthesize it. (4) The reactants are: [O:1]1[CH2:6][CH2:5][CH2:4][CH:3]([CH2:7][CH2:8][OH:9])[CH2:2]1.C(N(CC)CC)C.[CH3:17][S:18](Cl)(=[O:20])=[O:19]. Given the product [CH3:17][S:18]([O:9][CH2:8][CH2:7][CH:3]1[CH2:4][CH2:5][CH2:6][O:1][CH2:2]1)(=[O:20])=[O:19], predict the reactants needed to synthesize it. (5) Given the product [O:45]=[S:46]1(=[O:49])[C:13]2[C:14](=[CH:9][CH:10]=[CH:11][CH:12]=2)[CH:15]=[C:16]([C:17]2[CH:18]=[CH:19][C:20]3[O:25][CH2:24][C:23](=[O:26])[NH:22][C:21]=3[CH:27]=2)[CH:7]1[C:1]1[CH:6]=[CH:5][CH:4]=[CH:3][CH:2]=1.[O:36]=[S:8]1[C:9]2[C:14](=[CH:13][CH:12]=[CH:11][CH:10]=2)[CH:15]=[C:16]([C:17]2[CH:18]=[CH:19][C:20]3[O:25][CH2:24][C:23](=[O:26])[NH:22][C:21]=3[CH:27]=2)[CH:7]1[C:1]1[CH:6]=[CH:5][CH:4]=[CH:3][CH:2]=1, predict the reactants needed to synthesize it. The reactants are: [C:1]1([CH:7]2[C:16]([C:17]3[CH:18]=[CH:19][C:20]4[O:25][CH2:24][C:23](=[O:26])[NH:22][C:21]=4[CH:27]=3)=[CH:15][C:14]3[C:9](=[CH:10][CH:11]=[CH:12][CH:13]=3)[S:8]2)[CH:6]=[CH:5][CH:4]=[CH:3][CH:2]=1.ClC1C=CC=C(C(OO)=[O:36])C=1.C(OCC)(=O)C.[O-:45][S:46]([O-:49])(=S)=O.[Na+].[Na+]. (6) Given the product [C:25]([Si:22]([CH3:24])([CH3:23])[O:29][CH2:30][CH2:31][O:32][C:33]1[CH:40]=[CH:39][C:36]([CH:37]=[CH2:2])=[CH:35][CH:34]=1)([CH3:28])([CH3:27])[CH3:26], predict the reactants needed to synthesize it. The reactants are: [I-].[CH3:2][P+](C1C=CC=CC=1)(C1C=CC=CC=1)C1C=CC=CC=1.[Si:22]([O:29][CH2:30][CH2:31][O:32][C:33]1[CH:40]=[CH:39][C:36]([CH:37]=O)=[CH:35][CH:34]=1)([C:25]([CH3:28])([CH3:27])[CH3:26])([CH3:24])[CH3:23]. (7) Given the product [CH2:1]([C:8]1[N:12]([CH2:13][C:14]([NH:29][C:28]2[CH:30]=[C:24]([CH:21]([CH3:22])[CH3:23])[CH:25]=[CH:26][C:27]=2[CH3:31])=[O:16])[C:11]2[CH:17]=[CH:18][CH:19]=[CH:20][C:10]=2[N:9]=1)[C:2]1[CH:3]=[CH:4][CH:5]=[CH:6][CH:7]=1, predict the reactants needed to synthesize it. The reactants are: [CH2:1]([C:8]1[N:12]([CH2:13][C:14]([OH:16])=O)[C:11]2[CH:17]=[CH:18][CH:19]=[CH:20][C:10]=2[N:9]=1)[C:2]1[CH:7]=[CH:6][CH:5]=[CH:4][CH:3]=1.[CH:21]([C:24]1[CH:25]=[CH:26][C:27]([CH3:31])=[C:28]([CH:30]=1)[NH2:29])([CH3:23])[CH3:22].CN(C(ON1N=NC2C=CC=NC1=2)=[N+](C)C)C.F[P-](F)(F)(F)(F)F. (8) The reactants are: [C:1]1([S:7](/[CH:10]=[CH:11]/[C:12]2[CH:13]=[C:14]3[C:18](=[CH:19][CH:20]=2)[NH:17][CH:16]=[CH:15]3)(=[O:9])=[O:8])[CH:6]=[CH:5][CH:4]=[CH:3][CH:2]=1. Given the product [C:1]1([S:7]([CH2:10][CH2:11][C:12]2[CH:13]=[C:14]3[C:18](=[CH:19][CH:20]=2)[NH:17][CH:16]=[CH:15]3)(=[O:9])=[O:8])[CH:2]=[CH:3][CH:4]=[CH:5][CH:6]=1, predict the reactants needed to synthesize it. (9) Given the product [C:1]([O:5][C:6]([N:8]([CH2:10][C:11]1[CH:16]=[CH:15][CH:14]=[CH:13][CH:12]=1)[NH:9][C:19]1[CH:20]=[CH:21][CH:22]=[CH:23][C:18]=1[F:17])=[O:7])([CH3:4])([CH3:2])[CH3:3], predict the reactants needed to synthesize it. The reactants are: [C:1]([O:5][C:6]([N:8]([CH2:10][C:11]1[CH:16]=[CH:15][CH:14]=[CH:13][CH:12]=1)[NH2:9])=[O:7])([CH3:4])([CH3:3])[CH3:2].[F:17][C:18]1[CH:23]=[CH:22][CH:21]=[CH:20][C:19]=1B(O)O.C(N(CC)CC)C.